This data is from Orexin1 receptor HTS with 218,158 compounds and 233 confirmed actives. The task is: Binary Classification. Given a drug SMILES string, predict its activity (active/inactive) in a high-throughput screening assay against a specified biological target. (1) The compound is O=C(N1CCN(CC1)c1c(OC)cccc1)C1CC1. The result is 0 (inactive). (2) The molecule is O1CCN(CC1)C(=O)c1c(NC(=O)CCCC(O)=O)cccc1. The result is 0 (inactive). (3) The drug is O(c1c(ccc(OC(=O)C)c1)C(O)=O)C(=O)C. The result is 0 (inactive). (4) The drug is s1c2n(cc1C)c(=O)cc(n2)CSCC(=O)Nc1sc(nn1)CC. The result is 0 (inactive). (5) The molecule is S(CC(=O)NCCNC(=O)CSc1n(c(nn1)C(F)(F)F)C)c1n(c(nn1)C(F)(F)F)C. The result is 0 (inactive).